Predict which catalyst facilitates the given reaction. From a dataset of Catalyst prediction with 721,799 reactions and 888 catalyst types from USPTO. (1) Reactant: O=[C:2]([C:20]1[CH:25]=[CH:24][CH:23]=[CH:22][CH:21]=1)[CH2:3][N:4]1[C:10](=O)[C:9]2[CH:12]=[CH:13][CH:14]=[CH:15][C:8]=2[NH:7][C:6]2[N:16]=[CH:17][CH:18]=[CH:19][C:5]1=2.C([O-])(=O)C.[NH4+:30]. Product: [C:20]1([C:2]2[N:30]=[C:10]3[C:9]4[CH:12]=[CH:13][CH:14]=[CH:15][C:8]=4[NH:7][C:6]4[N:16]=[CH:17][CH:18]=[CH:19][C:5]=4[N:4]3[CH:3]=2)[CH:25]=[CH:24][CH:23]=[CH:22][CH:21]=1. The catalyst class is: 15. (2) Reactant: C[O:2][C:3](=[O:19])[C:4]1[CH:9]=[C:8]([C:10]2[O:11][CH:12]=[CH:13][N:14]=2)[CH:7]=[C:6]([O:15][CH2:16][CH:17]=[CH2:18])[CH:5]=1.[OH-].[Li+]. Product: [CH2:16]([O:15][C:6]1[CH:5]=[C:4]([CH:9]=[C:8]([C:10]2[O:11][CH:12]=[CH:13][N:14]=2)[CH:7]=1)[C:3]([OH:19])=[O:2])[CH:17]=[CH2:18]. The catalyst class is: 12. (3) Reactant: Cl.[CH3:2][NH:3][CH3:4].[C:5]([C:7]1[CH:12]=[CH:11][N:10]=[C:9]([CH2:13]Br)[CH:8]=1)#[N:6].C(N(CC)CC)C. Product: [C:5]([C:7]1[CH:12]=[CH:11][N:10]=[C:9]([CH2:13][N:3]([CH3:4])[CH3:2])[CH:8]=1)#[N:6]. The catalyst class is: 21. (4) Reactant: [OH:1][C:2]1[CH:3]=[C:4]([O:21][C:22]([F:25])([F:24])[F:23])[CH:5]=[C:6]2[C:11]=1[O:10][CH:9]([C:12]([F:15])([F:14])[F:13])[C:8]([C:16]([O:18][CH2:19][CH3:20])=[O:17])=[CH:7]2.IC.[C:28]([O-])([O-])=O.[K+].[K+]. Product: [CH3:28][O:1][C:2]1[CH:3]=[C:4]([O:21][C:22]([F:25])([F:23])[F:24])[CH:5]=[C:6]2[C:11]=1[O:10][CH:9]([C:12]([F:13])([F:14])[F:15])[C:8]([C:16]([O:18][CH2:19][CH3:20])=[O:17])=[CH:7]2. The catalyst class is: 163. (5) Reactant: CS(O[CH:6]1[CH2:9][N:8]([C:10]2[S:11][CH:12]=[C:13]([CH2:15][NH:16][C:17]([C:19]3[S:20][CH:21]=[CH:22][CH:23]=3)=[O:18])[N:14]=2)[CH2:7]1)(=O)=O.[C:24]([O-:27])(=[S:26])[CH3:25].[K+]. Product: [C:24]([S:26][CH:6]1[CH2:7][N:8]([C:10]2[S:11][CH:12]=[C:13]([CH2:15][NH:16][C:17]([C:19]3[S:20][CH:21]=[CH:22][CH:23]=3)=[O:18])[N:14]=2)[CH2:9]1)(=[O:27])[CH3:25]. The catalyst class is: 9.